From a dataset of Experimentally validated miRNA-target interactions with 360,000+ pairs, plus equal number of negative samples. Binary Classification. Given a miRNA mature sequence and a target amino acid sequence, predict their likelihood of interaction. (1) The miRNA is hsa-miR-4328 with sequence CCAGUUUUCCCAGGAUU. The protein sequence of the target gene is MVWPWVAMASRWGPLIGLAPCCLWLLGAVLLMDASARPANHSSTRERVANREENEILPPDHLNGVKLEMDGHLNRGFHQEVFLGKDLGGFDEDAEPRRSRRKLMVIFSKVDVNTDRKISAKEMQRWIMEKTAEHFQEAMEESKTHFRAVDPDGDGHVSWDEYKVKFLASKGHSEKEVADAIRLNEELKVDEETQEVLENLKDRWYQADSPPADLLLTEEEFLSFLHPEHSRGMLRFMVKEIVRDLDQDGDKQLSVPEFISLPVGTVENQQGQDIDDNWVKDRKKEFEELIDSNHDGIVTA.... Result: 0 (no interaction). (2) The miRNA is hsa-miR-222-3p with sequence AGCUACAUCUGGCUACUGGGU. The protein sequence of the target gene is MAGGVDGPIGIPFPDHSSDILSGLNEQRTQGLLCDVVILVEGREFPTHRSVLAACSQYFKKLFTSGAVVDQQNVYEIDFVSAEALTALMDFAYTATLTVSTANVGDILSAARLLEIPAVSHVCADLLDRQILAADAGADAGQLDLVDQIDQRNLLRAKEYLEFFQSNPMNSLPPAAAAAAASFPWSAFGASDDDLDATKEAVAAAVAAVAAGDCNGLDFYGPGPPAERPPTGDGDEGDSNPGLWPERDEDAPTGGLFPPPVAPPAATQNGHYGRGGEEEAASLSEAAPEPGDSPGFLSGA.... Result: 1 (interaction).